This data is from Forward reaction prediction with 1.9M reactions from USPTO patents (1976-2016). The task is: Predict the product of the given reaction. (1) Given the reactants [H-].[Na+].[Br-].[C:4]([CH2:9][P+](C1C=CC=CC=1)(C1C=CC=CC=1)C1C=CC=CC=1)([O:6][CH2:7][CH3:8])=[O:5].[Cl:29][C:30]1[CH:31]=[N:32][CH:33]=[C:34]([CH:37]=1)[CH:35]=O.Cl, predict the reaction product. The product is: [CH2:7]([O:6][C:4](=[O:5])/[CH:9]=[CH:35]/[C:34]1[CH:33]=[N:32][CH:31]=[C:30]([Cl:29])[CH:37]=1)[CH3:8]. (2) Given the reactants [CH:1]1([N:6]2[CH2:11][CH2:10][CH:9]([O:12][C:13]3[CH:18]=[CH:17][C:16]([C:19]4[C:20]5[CH:31]=[CH:30][N:29]=[CH:28][C:21]=5[C:22]5[N:23]([CH:25]=[N:26][N:27]=5)[N:24]=4)=[CH:15][CH:14]=3)[CH2:8][CH2:7]2)[CH2:5][CH2:4][CH2:3][CH2:2]1.[C:32](NN)(=O)C, predict the reaction product. The product is: [CH:1]1([N:6]2[CH2:7][CH2:8][CH:9]([O:12][C:13]3[CH:18]=[CH:17][C:16]([C:19]4[C:20]5[CH:31]=[CH:30][N:29]=[CH:28][C:21]=5[C:22]5[N:23]([C:25]([CH3:32])=[N:26][N:27]=5)[N:24]=4)=[CH:15][CH:14]=3)[CH2:10][CH2:11]2)[CH2:2][CH2:3][CH2:4][CH2:5]1. (3) Given the reactants Cl.[C:2]([C:6]1[N:10]([C:11]2[CH:12]=[C:13]3[C:18](=[CH:19][CH:20]=2)[N:17]=[CH:16][CH:15]=[CH:14]3)[N:9]=[C:8]([C:21]([O:23]CC)=[O:22])[CH:7]=1)([CH3:5])([CH3:4])[CH3:3].[Li+].[OH-], predict the reaction product. The product is: [C:2]([C:6]1[N:10]([C:11]2[CH:12]=[C:13]3[C:18](=[CH:19][CH:20]=2)[N:17]=[CH:16][CH:15]=[CH:14]3)[N:9]=[C:8]([C:21]([OH:23])=[O:22])[CH:7]=1)([CH3:5])([CH3:3])[CH3:4]. (4) Given the reactants C([O-])(=O)C.[K+].O(C1C=CC=CC=1P(C1C=CC=CC=1)C1C=CC=CC=1)C1C=CC=CC=1P(C1C=CC=CC=1)C1C=CC=CC=1.[B:54]1([B:54]2[O:58][C:57]([CH3:60])([CH3:59])[C:56]([CH3:62])([CH3:61])[O:55]2)[O:58][C:57]([CH3:60])([CH3:59])[C:56]([CH3:62])([CH3:61])[O:55]1.Br[C:64]1[CH:69]=[C:68]([S:70]([CH3:73])(=[O:72])=[O:71])[C:67]([CH2:74][OH:75])=[C:66]([F:76])[CH:65]=1, predict the reaction product. The product is: [F:76][C:66]1[CH:65]=[C:64]([B:54]2[O:55][C:56]([CH3:61])([CH3:62])[C:57]([CH3:59])([CH3:60])[O:58]2)[CH:69]=[C:68]([S:70]([CH3:73])(=[O:71])=[O:72])[C:67]=1[CH2:74][OH:75]. (5) Given the reactants [F:1][C:2]1[CH:3]=[C:4]([C:8](=[O:11])[CH2:9][CH3:10])[CH:5]=[CH:6][CH:7]=1.[Br:12]Br, predict the reaction product. The product is: [Br:12][CH:9]([CH3:10])[C:8]([C:4]1[CH:5]=[CH:6][CH:7]=[C:2]([F:1])[CH:3]=1)=[O:11]. (6) Given the reactants [C:1]([C:4]1[C:22](=[O:23])[C@@:8]2([CH3:24])[C:9]3[C:15]([OH:16])=[CH:14][C:13]([O:17][CH3:18])=[C:12]([C:19]([NH2:21])=[O:20])[C:10]=3[O:11][C:7]2=[CH:6][C:5]=1[OH:25])(=[O:3])[CH3:2].[CH3:26][C:27]1[CH:34]=[C:33]([F:35])[CH:32]=[C:31]([CH3:36])[C:28]=1[CH:29]=O.C([SiH](CC)CC)C.FC(F)(F)C(O)=O, predict the reaction product. The product is: [C:1]([C:4]1[C:22](=[O:23])[C@@:8]2([CH3:24])[C:9]3[C:15]([OH:16])=[CH:14][C:13]([O:17][CH3:18])=[C:12]([C:19]([NH:21][CH2:29][C:28]4[C:27]([CH3:26])=[CH:34][C:33]([F:35])=[CH:32][C:31]=4[CH3:36])=[O:20])[C:10]=3[O:11][C:7]2=[CH:6][C:5]=1[OH:25])(=[O:3])[CH3:2]. (7) Given the reactants [CH3:1][O:2][CH2:3][CH2:4][N:5]([CH2:20][C:21](=[O:47])[N:22]([CH2:43][CH2:44][O:45][CH3:46])[CH2:23][C:24](=[O:42])[N:25]([CH2:38][CH2:39][O:40][CH3:41])[CH2:26][CH2:27][C:28]([O:30]CC1C=CC=CC=1)=[O:29])[C:6](=[O:19])[CH2:7][NH:8]C(=O)OCC1C=CC=CC=1, predict the reaction product. The product is: [NH2:8][CH2:7][C:6]([N:5]([CH2:20][C:21](=[O:47])[N:22]([CH2:43][CH2:44][O:45][CH3:46])[CH2:23][C:24](=[O:42])[N:25]([CH2:38][CH2:39][O:40][CH3:41])[CH2:26][CH2:27][C:28]([OH:30])=[O:29])[CH2:4][CH2:3][O:2][CH3:1])=[O:19]. (8) Given the reactants [CH2:1]([O:3][C:4]([C:6]1[NH:7][C:8]2[C:13]([C:14]=1[CH2:15][C:16]1[C:25]3[C:20](=[CH:21][CH:22]=[CH:23][CH:24]=3)[CH:19]=[CH:18][CH:17]=1)=[CH:12][CH:11]=[CH:10][CH:9]=2)=[O:5])[CH3:2].[H-].[Na+].Cl[CH2:29][C:30]([N:32]([CH3:34])[CH3:33])=[O:31], predict the reaction product. The product is: [CH2:1]([O:3][C:4]([C:6]1[N:7]([CH2:29][C:30](=[O:31])[N:32]([CH3:34])[CH3:33])[C:8]2[C:13]([C:14]=1[CH2:15][C:16]1[C:25]3[C:20](=[CH:21][CH:22]=[CH:23][CH:24]=3)[CH:19]=[CH:18][CH:17]=1)=[CH:12][CH:11]=[CH:10][CH:9]=2)=[O:5])[CH3:2]. (9) Given the reactants [I:1][C:2]1[CH:3]=[C:4]([CH:6]=[CH:7][CH:8]=1)[NH2:5].[CH3:9][S:10](O[S:10]([CH3:9])(=[O:12])=[O:11])(=[O:12])=[O:11].NC1C=CC=CC=1, predict the reaction product. The product is: [I:1][C:2]1[CH:3]=[C:4]([NH:5][S:10]([CH3:9])(=[O:12])=[O:11])[CH:6]=[CH:7][CH:8]=1. (10) Given the reactants [C:1]([NH:8][C@H:9]([C:20]([OH:22])=O)[CH2:10][C:11]1[CH:16]=[CH:15][C:14]([N+:17]([O-:19])=[O:18])=[CH:13][CH:12]=1)([O:3][C:4]([CH3:7])([CH3:6])[CH3:5])=[O:2].[CH2:23]([N:25](CC)CC)C.C(OC(Cl)=O)C(C)C.CN, predict the reaction product. The product is: [C:4]([O:3][C:1](=[O:2])[NH:8][C@H:9]([C:20](=[O:22])[NH:25][CH3:23])[CH2:10][C:11]1[CH:12]=[CH:13][C:14]([N+:17]([O-:19])=[O:18])=[CH:15][CH:16]=1)([CH3:5])([CH3:6])[CH3:7].